From a dataset of Peptide-MHC class I binding affinity with 185,985 pairs from IEDB/IMGT. Regression. Given a peptide amino acid sequence and an MHC pseudo amino acid sequence, predict their binding affinity value. This is MHC class I binding data. (1) The peptide sequence is SLIVKCMPY. The MHC is HLA-B40:01 with pseudo-sequence HLA-B40:01. The binding affinity (normalized) is 0.0847. (2) The peptide sequence is LDRPRFERV. The MHC is Mamu-B8701 with pseudo-sequence Mamu-B8701. The binding affinity (normalized) is 0.388. (3) The peptide sequence is DLVVLGKVTI. The MHC is HLA-A02:01 with pseudo-sequence HLA-A02:01. The binding affinity (normalized) is 0.141. (4) The peptide sequence is KMVTQRTIGK. The MHC is HLA-A31:01 with pseudo-sequence HLA-A31:01. The binding affinity (normalized) is 0.586. (5) The peptide sequence is PLRPMTYK. The MHC is HLA-C06:02 with pseudo-sequence HLA-C06:02. The binding affinity (normalized) is 0.